Dataset: Full USPTO retrosynthesis dataset with 1.9M reactions from patents (1976-2016). Task: Predict the reactants needed to synthesize the given product. (1) Given the product [Si:1]([O:18][CH2:19][CH:20]1[CH2:25][CH2:24][CH2:23][N:22]([C:26]2[CH:31]=[CH:30][C:29]([N:32]3[CH2:33][C@H:34]([CH2:35][NH:36][C:37]([C:39]4[S:40][C:41]([Cl:44])=[CH:42][CH:43]=4)=[O:38])[O:45][C:48]3=[O:49])=[CH:28][C:27]=2[Cl:46])[C:21]1=[O:47])([C:14]([CH3:16])([CH3:17])[CH3:15])([C:2]1[CH:7]=[CH:6][CH:5]=[CH:4][CH:3]=1)[C:8]1[CH:9]=[CH:10][CH:11]=[CH:12][CH:13]=1, predict the reactants needed to synthesize it. The reactants are: [Si:1]([O:18][CH2:19][CH:20]1[CH2:25][CH2:24][CH2:23][N:22]([C:26]2[CH:31]=[CH:30][C:29]([NH:32][CH2:33][C@@H:34]([OH:45])[CH2:35][NH:36][C:37]([C:39]3[S:40][C:41]([Cl:44])=[CH:42][CH:43]=3)=[O:38])=[CH:28][C:27]=2[Cl:46])[C:21]1=[O:47])([C:14]([CH3:17])([CH3:16])[CH3:15])([C:8]1[CH:13]=[CH:12][CH:11]=[CH:10][CH:9]=1)[C:2]1[CH:7]=[CH:6][CH:5]=[CH:4][CH:3]=1.[C:48](N1C=CN=C1)(N1C=CN=C1)=[O:49]. (2) Given the product [CH:3]1([C@@H:4]2[NH:8][C:9](=[O:11])[C@H:29]([CH2:31][CH:32]([CH3:34])[CH3:33])[NH:30][CH2:5]2)[CH2:2][CH2:1]1, predict the reactants needed to synthesize it. The reactants are: [CH2:1]1[CH:3]([C@H:4]([NH:8][C:9]([O:11]CC2C3C(=CC=CC=3)C3C2=CC=CC=3)=O)[C:5](O)=O)[CH2:2]1.COC(=O)[C@H:29]([CH2:31][CH:32]([CH3:34])[CH3:33])[NH2:30]. (3) Given the product [CH3:13][N:11]1[CH:12]=[C:8]([C:20]2[CH:19]=[CH:18][C:17]([F:16])=[C:22]([F:23])[C:21]=2[F:24])[C:9]([CH:14]=[O:15])=[N:10]1, predict the reactants needed to synthesize it. The reactants are: C(=O)([O-])[O-].[K+].[K+].Br[C:8]1[C:9]([CH:14]=[O:15])=[N:10][N:11]([CH3:13])[CH:12]=1.[F:16][C:17]1[C:22]([F:23])=[C:21]([F:24])[CH:20]=[CH:19][C:18]=1B(O)O.C(=O)([O-])O.[Na+]. (4) Given the product [Cl:12][C:13]1[CH:21]=[C:20]([C:22]([F:23])([F:24])[F:25])[CH:19]=[C:18]([Cl:26])[C:14]=1[C:15]([NH:11][C@@H:7]1[CH2:8][CH2:9][CH2:10][C@@H:6]1[N:1]1[CH2:2][CH2:3][CH2:4][CH2:5]1)=[O:16], predict the reactants needed to synthesize it. The reactants are: [N:1]1([C@H:6]2[CH2:10][CH2:9][CH2:8][C@H:7]2[NH2:11])[CH2:5][CH2:4][CH2:3][CH2:2]1.[Cl:12][C:13]1[CH:21]=[C:20]([C:22]([F:25])([F:24])[F:23])[CH:19]=[C:18]([Cl:26])[C:14]=1[C:15](O)=[O:16].